From a dataset of Catalyst prediction with 721,799 reactions and 888 catalyst types from USPTO. Predict which catalyst facilitates the given reaction. Reactant: Br[C:2]1[CH:7]=[CH:6][CH:5]=[CH:4][C:3]=1[N:8]1[C:12]([C:13]2[CH:14]=[N:15][C:16]([C:19]3[CH:24]=[CH:23][CH:22]=[CH:21][CH:20]=3)=[CH:17][CH:18]=2)=[N:11][N:10]=[C:9]1[N:25]([CH2:27][CH2:28][O:29][CH3:30])[CH3:26].[OH-].[Ca+2].[OH-].C(Cl)(Cl)Cl.[CH3:38][N:39]1CCCC1=O. Product: [CH3:30][O:29][CH2:28][CH2:27][N:25]([C:9]1[N:8]([C:3]2[CH:4]=[CH:5][CH:6]=[CH:7][C:2]=2[C:38]#[N:39])[C:12]([C:13]2[CH:14]=[N:15][C:16]([C:19]3[CH:24]=[CH:23][CH:22]=[CH:21][CH:20]=3)=[CH:17][CH:18]=2)=[N:11][N:10]=1)[CH3:26]. The catalyst class is: 507.